The task is: Predict the product of the given reaction.. This data is from Forward reaction prediction with 1.9M reactions from USPTO patents (1976-2016). (1) Given the reactants [CH3:13][C:12]([O:11][C:9](O[C:9]([O:11][C:12]([CH3:15])([CH3:14])[CH3:13])=[O:10])=[O:10])([CH3:15])[CH3:14].[Cl:16][C:17]1[C:18]([CH2:28][NH:29][CH:30]2[CH2:32][CH2:31]2)=[CH:19][C:20]([CH2:23][CH2:24][CH2:25][O:26][CH3:27])=[N:21][CH:22]=1.CCN(C(C)C)C(C)C.Cl, predict the reaction product. The product is: [C:12]([O:11][C:9](=[O:10])[N:29]([CH2:28][C:18]1[C:17]([Cl:16])=[CH:22][N:21]=[C:20]([CH2:23][CH2:24][CH2:25][O:26][CH3:27])[CH:19]=1)[CH:30]1[CH2:32][CH2:31]1)([CH3:13])([CH3:14])[CH3:15]. (2) Given the reactants CO[C:3]([CH2:5][CH2:6][C@H:7]([NH2:11])[C:8]([OH:10])=[O:9])=[O:4].C(CC(=O)C)(=O)C.S([O-])([O-])(=O)=O.[Na+].[Na+].[CH2:26]([NH2:28])[CH3:27], predict the reaction product. The product is: [NH2:11][C@H:7]([C:8]([OH:10])=[O:9])[CH2:6][CH2:5][C:3]([NH:28][CH2:26][CH3:27])=[O:4]. (3) The product is: [Br:12][C:13]1[CH:18]=[CH:17][C:16]([O:19][C:1](=[O:3])[CH3:2])=[C:15]([CH2:20][C:21]([F:22])([F:23])[F:24])[CH:14]=1. Given the reactants [C:1](Cl)(=[O:3])[CH3:2].C(N(CC)CC)C.[Br:12][C:13]1[CH:18]=[CH:17][C:16]([OH:19])=[C:15]([CH2:20][C:21]([F:24])([F:23])[F:22])[CH:14]=1, predict the reaction product. (4) Given the reactants [OH-].[Na+].C[O:4][C:5](=[O:36])[CH2:6][O:7][C:8]1[CH:17]=[CH:16][C:15]2[C:10](=[CH:11][CH:12]=[C:13]([CH2:18][NH:19][C:20]([C:22]3[CH:23]=[N:24][N:25]([C:30]4[CH:35]=[CH:34][CH:33]=[CH:32][CH:31]=4)[C:26]=3[CH2:27][CH2:28][CH3:29])=[O:21])[CH:14]=2)[CH:9]=1.O.Cl, predict the reaction product. The product is: [C:30]1([N:25]2[C:26]([CH2:27][CH2:28][CH3:29])=[C:22]([C:20]([NH:19][CH2:18][C:13]3[CH:14]=[C:15]4[C:10](=[CH:11][CH:12]=3)[CH:9]=[C:8]([O:7][CH2:6][C:5]([OH:36])=[O:4])[CH:17]=[CH:16]4)=[O:21])[CH:23]=[N:24]2)[CH:35]=[CH:34][CH:33]=[CH:32][CH:31]=1.